From a dataset of Full USPTO retrosynthesis dataset with 1.9M reactions from patents (1976-2016). Predict the reactants needed to synthesize the given product. (1) Given the product [NH:22]([C:2]1[N:3]=[C:4]([NH2:20])[C:5]2[N:6]=[CH:7][N:8]([C:18]=2[N:19]=1)[C@@H:9]1[O:17][C@H:14]([CH2:15][OH:16])[C@@H:12]([OH:13])[C@H:10]1[OH:11])[NH2:23], predict the reactants needed to synthesize it. The reactants are: F[C:2]1[N:3]=[C:4]([NH2:20])[C:5]2[N:6]=[CH:7][N:8]([C:18]=2[N:19]=1)[C@@H:9]1[O:17][C@H:14]([CH2:15][OH:16])[C@@H:12]([OH:13])[C@H:10]1[OH:11].O.[NH2:22][NH2:23]. (2) Given the product [CH3:35][O:34][C:32]([N:15]1[C:14]2[C:13]3[CH:22]=[CH:23][C:10]([N:6]4[CH2:5][C@H:4]([CH2:3][NH:2][C:7]([O:8][CH3:4])=[O:9])[O:8][C:7]4=[O:9])=[CH:11][C:12]=3[CH2:21][CH2:20][CH2:19][C:18]=2[CH:17]=[N:16]1)=[O:33], predict the reactants needed to synthesize it. The reactants are: Cl.[NH2:2][CH2:3][C@@H:4]1[O:8][C:7](=[O:9])[N:6]([C:10]2[CH:23]=[CH:22][C:13]3[C:14]4[NH:15][N:16]=[CH:17][C:18]=4[CH2:19][CH2:20][CH2:21][C:12]=3[CH:11]=2)[CH2:5]1.C(N(CC)CC)C.Cl[C:32]([O:34][CH3:35])=[O:33]. (3) The reactants are: [OH:1][CH2:2][CH:3]1[NH:9][C:8](=[O:10])[C:7]2[CH:11]=[CH:12][CH:13]=[CH:14][C:6]=2[C:5]2[CH:15]=[CH:16][CH:17]=[CH:18][C:4]1=2.[CH3:19][S:20](Cl)(=[O:22])=[O:21]. Given the product [O:10]=[C:8]1[NH:9][CH:3]([CH2:2][O:1][S:20]([CH3:19])(=[O:22])=[O:21])[C:4]2[CH:18]=[CH:17][CH:16]=[CH:15][C:5]=2[C:6]2[CH:14]=[CH:13][CH:12]=[CH:11][C:7]1=2, predict the reactants needed to synthesize it. (4) Given the product [CH:10]([S:9][C:5]1[N:4]=[C:3]([CH2:2][O:25][C:22]2[CH:21]=[CH:20][C:19]([CH2:18][C:17]([CH3:27])([CH3:26])[C:16]([OH:28])=[O:15])=[CH:24][CH:23]=2)[CH:8]=[CH:7][CH:6]=1)([CH3:12])[CH3:11], predict the reactants needed to synthesize it. The reactants are: Cl[CH2:2][C:3]1[CH:8]=[CH:7][CH:6]=[C:5]([S:9][CH:10]([CH3:12])[CH3:11])[N:4]=1.C([O:15][C:16](=[O:28])[C:17]([CH3:27])([CH3:26])[CH2:18][C:19]1[CH:24]=[CH:23][C:22]([OH:25])=[CH:21][CH:20]=1)C. (5) Given the product [Cl:9][C:10]1[CH:11]=[C:12]([CH:17]([CH:18]([C:26](=[O:27])[C:25]([F:36])([F:35])[F:24])[C:19]([O:21][CH2:22][CH3:23])=[O:20])[CH3:4])[CH:13]=[CH:14][C:15]=1[Cl:16], predict the reactants needed to synthesize it. The reactants are: C[Mg]Br.[CH3:4][Si](Cl)(C)C.[Cl:9][C:10]1[CH:11]=[C:12](/[CH:17]=[CH:18]/[C:19]([O:21][CH2:22][CH3:23])=[O:20])[CH:13]=[CH:14][C:15]=1[Cl:16].[F:24][C:25]([F:36])([F:35])[C:26](O[C:26](=[O:27])[C:25]([F:36])([F:35])[F:24])=[O:27].[Cl-].[NH4+].Cl. (6) Given the product [CH3:31][S:32]([N:1]1[CH2:2][CH2:3][CH:4]([C:7]2[O:11][N:10]=[C:9]([CH2:12][N:13]([CH2:26][C:27]([F:30])([F:28])[F:29])[C:14]3[CH:21]=[CH:20][C:17]([C:18]#[N:19])=[C:16]([C:22]([F:25])([F:24])[F:23])[CH:15]=3)[N:8]=2)[CH2:5][CH2:6]1)(=[O:34])=[O:33], predict the reactants needed to synthesize it. The reactants are: [NH:1]1[CH2:6][CH2:5][CH:4]([C:7]2[O:11][N:10]=[C:9]([CH2:12][N:13]([CH2:26][C:27]([F:30])([F:29])[F:28])[C:14]3[CH:21]=[CH:20][C:17]([C:18]#[N:19])=[C:16]([C:22]([F:25])([F:24])[F:23])[CH:15]=3)[N:8]=2)[CH2:3][CH2:2]1.[CH3:31][S:32](Cl)(=[O:34])=[O:33].